This data is from Full USPTO retrosynthesis dataset with 1.9M reactions from patents (1976-2016). The task is: Predict the reactants needed to synthesize the given product. Given the product [CH3:26][C:21]([S:20][C:17]1[S:16][C:15]([NH:14][C:13]([N:12]([C@H:28]2[CH2:29][CH2:30][C@H:31]([CH3:34])[CH2:32][CH2:33]2)[CH2:11][CH2:10][C:4]2[CH:5]=[CH:6][C:7]([CH3:36])=[CH:2][CH:3]=2)=[O:27])=[N:19][CH:18]=1)([CH3:25])[C:22]([OH:24])=[O:23], predict the reactants needed to synthesize it. The reactants are: F[C:2]1[CH:3]=[C:4]([CH2:10][CH2:11][N:12]([C@H:28]2[CH2:33][CH2:32][C@H:31]([CH3:34])[CH2:30][CH2:29]2)[C:13](=[O:27])[NH:14][C:15]2[S:16][C:17]([S:20][C:21]([CH3:26])([CH3:25])[C:22]([OH:24])=[O:23])=[CH:18][N:19]=2)[CH:5]=[CH:6][C:7]=1OC.O[CH2:36]CC1C=CC(C)=CC=1.C(OC(=O)C(SC1SC(N)=NC=1)(C)C)C.